Dataset: CYP2C19 inhibition data for predicting drug metabolism from PubChem BioAssay. Task: Regression/Classification. Given a drug SMILES string, predict its absorption, distribution, metabolism, or excretion properties. Task type varies by dataset: regression for continuous measurements (e.g., permeability, clearance, half-life) or binary classification for categorical outcomes (e.g., BBB penetration, CYP inhibition). Dataset: cyp2c19_veith. (1) The drug is Cc1cc2cc3c(C)cc(=O)oc3c(C)c2o1. The result is 0 (non-inhibitor). (2) The molecule is C[C@@H](C(=O)N[C@@H](CO)Cc1ccccc1)[C@H]1C[C@]1(C)[C@H](NC(=O)OCc1ccccc1)c1ccccc1. The result is 1 (inhibitor). (3) The molecule is O=c1c(CCc2ccccc2)nc2cnc(Nc3ccccc3)nc2n1Cc1cccs1. The result is 0 (non-inhibitor). (4) The compound is O=C(Nc1cccc(F)c1)N1CCCC2(CCN(C(=O)c3csnn3)CC2)C1. The result is 1 (inhibitor).